Dataset: Catalyst prediction with 721,799 reactions and 888 catalyst types from USPTO. Task: Predict which catalyst facilitates the given reaction. (1) Reactant: [CH2:1]([C:5]1[N:10]=[C:9]([CH3:11])[N:8]([CH2:12][C:13](=O)[C:14]([CH3:17])([CH3:16])[CH3:15])[C:7](=[O:19])[C:6]=1[CH2:20][C:21]1[CH:26]=[CH:25][C:24]([C:27]2[CH:32]=[CH:31][CH:30]=[CH:29][C:28]=2[C:33]2[NH:37][C:36](=[O:38])[O:35][N:34]=2)=[CH:23][C:22]=1[F:39])[CH2:2][CH2:3][CH3:4].Cl.[NH2:41][O:42][CH:43]([CH3:45])[CH3:44].N1C=CC=CC=1. Product: [CH2:1]([C:5]1[N:10]=[C:9]([CH3:11])[N:8]([CH2:12]/[C:13](=[N:41]\[O:42][CH:43]([CH3:45])[CH3:44])/[C:14]([CH3:15])([CH3:16])[CH3:17])[C:7](=[O:19])[C:6]=1[CH2:20][C:21]1[CH:26]=[CH:25][C:24]([C:27]2[CH:32]=[CH:31][CH:30]=[CH:29][C:28]=2[C:33]2[NH:37][C:36](=[O:38])[O:35][N:34]=2)=[CH:23][C:22]=1[F:39])[CH2:2][CH2:3][CH3:4]. The catalyst class is: 13. (2) Reactant: [OH:1][C:2]1[CH:7]=[CH:6][C:5]([C:8]2[CH:12]=[C:11]([C:13]([NH2:15])=[O:14])[O:10][N:9]=2)=[CH:4][CH:3]=1.C([O-])([O-])=O.[K+].[K+].Cl[CH2:23][C:24]1[CH:29]=[CH:28][CH:27]=[CH:26][C:25]=1[C:30]([F:33])([F:32])[F:31]. The catalyst class is: 589. Product: [F:31][C:30]([F:32])([F:33])[C:25]1[CH:26]=[CH:27][CH:28]=[CH:29][C:24]=1[CH2:23][O:1][C:2]1[CH:3]=[CH:4][C:5]([C:8]2[CH:12]=[C:11]([C:13]([NH2:15])=[O:14])[O:10][N:9]=2)=[CH:6][CH:7]=1.